Predict which catalyst facilitates the given reaction. From a dataset of Catalyst prediction with 721,799 reactions and 888 catalyst types from USPTO. (1) Reactant: C(N(CC)CC)C.[N:8]1[CH:9]=[C:10]([CH:17]=[O:18])[N:11]2[CH:16]=[CH:15][CH:14]=[CH:13][C:12]=12.[CH:19](=[N:26][C:27]1[CH:32]=[CH:31][CH:30]=[C:29]([O:33][CH3:34])[CH:28]=1)[C:20]1[CH:25]=[CH:24][CH:23]=[CH:22][CH:21]=1. Product: [N:8]1[CH:9]=[C:10]([C:17](=[O:18])[CH:19]([NH:26][C:27]2[CH:32]=[CH:31][CH:30]=[C:29]([O:33][CH3:34])[CH:28]=2)[C:20]2[CH:21]=[CH:22][CH:23]=[CH:24][CH:25]=2)[N:11]2[CH:16]=[CH:15][CH:14]=[CH:13][C:12]=12. The catalyst class is: 433. (2) Reactant: [F:1][C:2]1[CH:36]=[CH:35][C:5]([O:6][C:7]2[CH:12]=[CH:11][C:10]([N:13]3[C:17]4[CH:18]=[CH:19][CH:20]=[CH:21][C:16]=4[N:15]=[C:14]3[CH:22]3[CH2:27][CH2:26][N:25](C(OC(C)(C)C)=O)[CH2:24][CH2:23]3)=[CH:9][CH:8]=2)=[CH:4][CH:3]=1.Cl.O1CCOCC1. Product: [F:1][C:2]1[CH:3]=[CH:4][C:5]([O:6][C:7]2[CH:8]=[CH:9][C:10]([N:13]3[C:17]4[CH:18]=[CH:19][CH:20]=[CH:21][C:16]=4[N:15]=[C:14]3[CH:22]3[CH2:23][CH2:24][NH:25][CH2:26][CH2:27]3)=[CH:11][CH:12]=2)=[CH:35][CH:36]=1. The catalyst class is: 5. (3) Reactant: [Br:1][C:2]1[CH:7]=[C:6]([F:8])[C:5]([F:9])=[CH:4][C:3]=1[NH:10][NH2:11].[C:12]([O:17][CH2:18][CH3:19])(=[O:16])[C:13]([CH3:15])=O. Product: [Br:1][C:2]1[CH:7]=[C:6]([F:8])[C:5]([F:9])=[CH:4][C:3]=1[NH:10]/[N:11]=[C:13](/[CH3:15])\[C:12]([O:17][CH2:18][CH3:19])=[O:16]. The catalyst class is: 8. (4) Reactant: [NH2:1][C:2]1[N:7]=[CH:6][C:5]([C:8]2[N:13]=[C:12](Cl)[N:11]=[C:10]([CH:15]3[CH2:18][C:17](=[O:19])[CH2:16]3)[CH:9]=2)=[CH:4][C:3]=1[O:20][CH:21]([F:23])[F:22].Cl.[F:25][C:26]1([F:31])[CH2:30][CH2:29][NH:28][CH2:27]1.C(=O)([O-])[O-].[K+].[K+]. Product: [NH2:1][C:2]1[N:7]=[CH:6][C:5]([C:8]2[N:13]=[C:12]([N:28]3[CH2:29][CH2:30][C:26]([F:31])([F:25])[CH2:27]3)[N:11]=[C:10]([CH:15]3[CH2:18][C:17](=[O:19])[CH2:16]3)[CH:9]=2)=[CH:4][C:3]=1[O:20][CH:21]([F:23])[F:22]. The catalyst class is: 16. (5) Reactant: [Br:1][C:2]1[CH:31]=[CH:30][CH:29]=[CH:28][C:3]=1[C:4]([NH:6][CH:7]([C:9]1[N:14]=[N:13][C:12]([NH:15][C:16]2[CH:21]=[C:20]([O:22][CH3:23])[C:19]([O:24][CH3:25])=[C:18]([O:26][CH3:27])[CH:17]=2)=[N:11][CH:10]=1)[CH3:8])=O.P(Cl)(Cl)(Cl)=O. Product: [Br:1][C:2]1[CH:31]=[CH:30][CH:29]=[CH:28][C:3]=1[C:4]1[N:14]2[C:9]([CH:10]=[N:11][C:12]([NH:15][C:16]3[CH:21]=[C:20]([O:22][CH3:23])[C:19]([O:24][CH3:25])=[C:18]([O:26][CH3:27])[CH:17]=3)=[N:13]2)=[C:7]([CH3:8])[N:6]=1. The catalyst class is: 26. (6) Reactant: C(O)C.CC1[N:6]([C:11]2[CH:23]=[CH:22][C:14]([CH2:15][C:16]3[CH:21]=[CH:20][N:19]=[CH:18][CH:17]=3)=[C:13]([C:24]([F:27])([F:26])[F:25])[CH:12]=2)C(C)=CC=1.Cl.NO. Product: [N:19]1[CH:20]=[CH:21][C:16]([CH2:15][C:14]2[CH:22]=[CH:23][C:11]([NH2:6])=[CH:12][C:13]=2[C:24]([F:25])([F:26])[F:27])=[CH:17][CH:18]=1. The catalyst class is: 66. (7) Reactant: C[O:2][C:3](=[O:28])[C:4]([NH:7][C:8]([C:10]1[CH:19]=[CH:18][C:17]2[C:12](=[CH:13][CH:14]=[CH:15][CH:16]=2)[C:11]=1[C:20]#[C:21][C:22]1[CH:27]=[CH:26][CH:25]=[CH:24][CH:23]=1)=[O:9])([CH3:6])[CH3:5].O.O[Li].O. Product: [C:22]1([C:21]#[C:20][C:11]2[C:12]3[C:17](=[CH:16][CH:15]=[CH:14][CH:13]=3)[CH:18]=[CH:19][C:10]=2[C:8]([NH:7][C:4]([CH3:6])([CH3:5])[C:3]([OH:28])=[O:2])=[O:9])[CH:23]=[CH:24][CH:25]=[CH:26][CH:27]=1. The catalyst class is: 5. (8) Reactant: [Cl:1][C:2]1[CH:10]=[CH:9][C:5]([C:6](Cl)=[O:7])=[CH:4][C:3]=1[C:11]1[O:15][N:14]=[C:13]([CH2:16][N:17]2[C:25]3[C:20](=[C:21]([C:28]([F:31])([F:30])[F:29])[C:22]([C:26]#[N:27])=[CH:23][CH:24]=3)[CH:19]=[C:18]2[CH2:32][CH2:33][CH3:34])[N:12]=1.[NH:35]([CH3:37])[CH3:36]. Product: [Cl:1][C:2]1[CH:10]=[CH:9][C:5]([C:6]([N:35]([CH3:37])[CH3:36])=[O:7])=[CH:4][C:3]=1[C:11]1[O:15][N:14]=[C:13]([CH2:16][N:17]2[C:25]3[C:20](=[C:21]([C:28]([F:29])([F:30])[F:31])[C:22]([C:26]#[N:27])=[CH:23][CH:24]=3)[CH:19]=[C:18]2[CH2:32][CH2:33][CH3:34])[N:12]=1. The catalyst class is: 1. (9) Reactant: Br[C:2]1[CH:7]=[CH:6][N:5]=[C:4]([C:8]([F:11])([F:10])[F:9])[CH:3]=1.P([O-])([O-])([O-])=O.[K+].[K+].[K+].N1C=CC=CC=1C(O)=O.[NH2:29][C:30]1[C:35]([C:36]2[CH:41]=[CH:40][C:39]([OH:42])=[CH:38][CH:37]=2)=[CH:34][C:33]([Cl:43])=[CH:32][N:31]=1.[NH4+].[Cl-]. Product: [Cl:43][C:33]1[CH:34]=[C:35]([C:36]2[CH:41]=[CH:40][C:39]([O:42][C:2]3[CH:7]=[CH:6][N:5]=[C:4]([C:8]([F:11])([F:10])[F:9])[CH:3]=3)=[CH:38][CH:37]=2)[CH:30]([NH2:29])[NH:31][CH:32]=1. The catalyst class is: 156.